Dataset: TCR-epitope binding with 47,182 pairs between 192 epitopes and 23,139 TCRs. Task: Binary Classification. Given a T-cell receptor sequence (or CDR3 region) and an epitope sequence, predict whether binding occurs between them. (1) The epitope is LPPIVAKEI. The TCR CDR3 sequence is CASSASVIAGKLFF. Result: 1 (the TCR binds to the epitope). (2) The epitope is FIAGLIAIV. The TCR CDR3 sequence is CPPSPQHEMSSYNEQFF. Result: 1 (the TCR binds to the epitope). (3) The epitope is TSDLATNNLVVMAY. The TCR CDR3 sequence is CASSPGESGTGELFF. Result: 1 (the TCR binds to the epitope). (4) The epitope is LPPIVAKEI. The TCR CDR3 sequence is CASTSSGQETQYF. Result: 0 (the TCR does not bind to the epitope). (5) The epitope is GTSGSPIIDK. The TCR CDR3 sequence is CASRGEMNTEAFF. Result: 0 (the TCR does not bind to the epitope). (6) The epitope is RPHERNGFTVL. The TCR CDR3 sequence is CASSLGTASNQPQHF. Result: 0 (the TCR does not bind to the epitope). (7) The epitope is GILGFVFTL. The TCR CDR3 sequence is CAWSVGGGGYTF. Result: 1 (the TCR binds to the epitope).